Task: Predict the reactants needed to synthesize the given product.. Dataset: Full USPTO retrosynthesis dataset with 1.9M reactions from patents (1976-2016) (1) Given the product [CH:20]1([CH2:19][O:18][CH2:17][CH:16]=[C:11]2[CH2:12][CH:13]3[NH:8][CH:9]([CH2:15][CH2:14]3)[CH2:10]2)[CH2:22][CH2:21]1, predict the reactants needed to synthesize it. The reactants are: C(OC([N:8]1[CH:13]2[CH2:14][CH2:15][CH:9]1[CH2:10][C:11](=[CH:16][CH2:17][O:18][CH2:19][CH:20]1[CH2:22][CH2:21]1)[CH2:12]2)=O)(C)(C)C.C(O)(C(F)(F)F)=O. (2) Given the product [Cl:14][C:15]1[CH:20]=[CH:19][C:18]([C@:21]2([O:30][C@H:29]([CH2:31][OH:32])[C@@H:27]([OH:28])[C@H:25]([OH:26])[C@H:23]2[OH:24])[OH:22])=[CH:17][C:16]=1[CH2:33][C:34]1[CH:35]=[CH:36][C:37]([C:6]#[CH:7])=[CH:38][CH:39]=1, predict the reactants needed to synthesize it. The reactants are: C(N([CH2:6][CH3:7])CC)C.C[Si](C#C)(C)C.[Cl:14][C:15]1[CH:20]=[CH:19][C:18]([C@:21]2([O:30][C@H:29]([CH2:31][OH:32])[C@@H:27]([OH:28])[C@H:25]([OH:26])[C@H:23]2[OH:24])[OH:22])=[CH:17][C:16]=1[CH2:33][C:34]1[CH:39]=[CH:38][C:37](OS(C(F)(F)F)(=O)=O)=[CH:36][CH:35]=1.C(=O)([O-])O.[Na+].